From a dataset of Catalyst prediction with 721,799 reactions and 888 catalyst types from USPTO. Predict which catalyst facilitates the given reaction. (1) Product: [C:17]([C:16]1[CH:19]=[CH:20][C:13]([CH:10]2[CH2:9][CH2:8][N:7]([C:5]([C:4]3[C:3]([CH2:1][CH3:2])=[CH:24][C:23]([CH3:25])=[C:22]([CH:21]=3)[C:26]([OH:28])=[O:27])=[O:6])[CH2:12][CH2:11]2)=[CH:14][CH:15]=1)#[N:18]. The catalyst class is: 30. Reactant: [CH2:1]([C:3]1[CH:24]=[C:23]([CH3:25])[C:22]([CH:26]=[O:27])=[CH:21][C:4]=1[C:5]([N:7]1[CH2:12][CH2:11][CH:10]([C:13]2[CH:20]=[CH:19][C:16]([C:17]#[N:18])=[CH:15][CH:14]=2)[CH2:9][CH2:8]1)=[O:6])[CH3:2].[O-:28][Mn](=O)(=O)=O.[K+]. (2) Reactant: [CH3:1][C:2]([C:16]1[CH:21]=[CH:20][CH:19]=[CH:18][CH:17]=1)([CH2:5][CH2:6][C:7]1([CH3:15])OCC(C)(C)CO1)[CH2:3][NH2:4].FC1C=CC(C(C)(CCC2(C)OCC(C)(C)CO2)CN)=CC=1. Product: [CH3:1][C:2]1([C:16]2[CH:21]=[CH:20][CH:19]=[CH:18][CH:17]=2)[CH2:5][CH2:6][C:7]([CH3:15])=[N:4][CH2:3]1. The catalyst class is: 33. (3) Reactant: C(OC(=O)[NH:7][CH2:8][CH2:9][N:10]1[C:18]([C:19]2[CH:24]=[CH:23][CH:22]=[CH:21][CH:20]=2)=[C:17]2[C:12]([N:13]([CH3:28])[C:14](=[O:27])[N:15]([CH3:26])[C:16]2=[O:25])=[CH:11]1)(C)(C)C.FC(F)(F)C(O)=O. Product: [NH2:7][CH2:8][CH2:9][N:10]1[C:18]([C:19]2[CH:24]=[CH:23][CH:22]=[CH:21][CH:20]=2)=[C:17]2[C:12]([N:13]([CH3:28])[C:14](=[O:27])[N:15]([CH3:26])[C:16]2=[O:25])=[CH:11]1. The catalyst class is: 2. (4) Reactant: Cl[C:2]1[N:7]=[CH:6][C:5]([C:8]2[CH:9]=[N:10][CH:11]=[C:12]([CH3:14])[CH:13]=2)=[CH:4][C:3]=1[C:15]([O:17][CH3:18])=[O:16].[Br-].[CH:20]1([Zn+])[CH2:24][CH2:23][CH2:22][CH2:21]1. Product: [CH:20]1([C:2]2[N:7]=[CH:6][C:5]([C:8]3[CH:9]=[N:10][CH:11]=[C:12]([CH3:14])[CH:13]=3)=[CH:4][C:3]=2[C:15]([O:17][CH3:18])=[O:16])[CH2:24][CH2:23][CH2:22][CH2:21]1. The catalyst class is: 77. (5) Reactant: N1C(C)=CC(C)=CC=1C.[CH3:10][N:11]1[CH:15]=[CH:14][C:13]([NH:16][C:17]([C:19]2[CH:29]=[C:28]([O:30][C:31]3[CH:36]=[CH:35][C:34]([S:37]([CH3:40])(=[O:39])=[O:38])=[CH:33][CH:32]=3)[C:22]3[CH2:23][CH:24]([CH2:26]O)[O:25][C:21]=3[CH:20]=2)=[O:18])=[N:12]1.CCN(S(F)(F)[F:47])CC. Product: [CH3:10][N:11]1[CH:15]=[CH:14][C:13]([NH:16][C:17]([C:19]2[CH:29]=[C:28]([O:30][C:31]3[CH:36]=[CH:35][C:34]([S:37]([CH3:40])(=[O:39])=[O:38])=[CH:33][CH:32]=3)[C:22]3[CH2:23][CH:24]([CH2:26][F:47])[O:25][C:21]=3[CH:20]=2)=[O:18])=[N:12]1. The catalyst class is: 2. (6) Reactant: [Cl:1][C:2]1[CH:3]=[C:4]([S:9]([NH:12][C:13]2[CH:21]=[C:20]3[C:16]([CH:17]=[CH:18][N:19]3[CH3:22])=[CH:15][CH:14]=2)(=[O:11])=[O:10])[CH:5]=[C:6]([Cl:8])[CH:7]=1.[C:23](Cl)(=[O:27])[C:24]([Cl:26])=[O:25]. Product: [Cl:1][C:2]1[CH:3]=[C:4]([S:9]([NH:12][C:13]2[CH:21]=[C:20]3[C:16]([C:17]([C:23](=[O:27])[C:24]([Cl:26])=[O:25])=[CH:18][N:19]3[CH3:22])=[CH:15][CH:14]=2)(=[O:11])=[O:10])[CH:5]=[C:6]([Cl:8])[CH:7]=1. The catalyst class is: 27. (7) Reactant: [Br:1][C:2]1[C:7]2[N:8]=[C:9](Br)[NH:10][C:6]=2[C:5]([Br:12])=[C:4]([Br:13])[C:3]=1[Br:14].[NH:15]1[CH2:20][CH2:19][NH:18][CH2:17][CH2:16]1. Product: [Br:1][C:2]1[C:7]2[N:8]=[C:9]([N:15]3[CH2:20][CH2:19][NH:18][CH2:17][CH2:16]3)[NH:10][C:6]=2[C:5]([Br:12])=[C:4]([Br:13])[C:3]=1[Br:14]. The catalyst class is: 8.